Dataset: Forward reaction prediction with 1.9M reactions from USPTO patents (1976-2016). Task: Predict the product of the given reaction. (1) Given the reactants [NH2:1][C:2]1[N:6]([C:7]2[CH:12]=CC=C[CH:8]=2)[N:5]=[CH:4][C:3]=1[C:13]([NH2:15])=[O:14].C(O[C:21]([NH:23][CH:24]([CH2:30][C:31]1[CH:36]=[CH:35][CH:34]=[CH:33][CH:32]=1)[C:25](OCC)=O)=O)(C)(C)C.[C:37](OC(NCC(OCC)=O)=O)(C)(C)[CH3:38], predict the reaction product. The product is: [CH2:30]([CH:24]1[C:25]2=[N:1][C:2]3[N:6]([CH:7]([CH3:8])[CH3:12])[N:5]=[CH:4][C:3]=3[C:13](=[O:14])[N:15]2[CH2:38][CH2:37][N:23]1[CH3:21])[C:31]1[CH:32]=[CH:33][CH:34]=[CH:35][CH:36]=1. (2) Given the reactants C([O:8][C:9]1[C:13]([CH2:14][C:15]([O:17][CH3:18])=[O:16])=[CH:12][N:11]([CH2:19][CH3:20])[N:10]=1)C1C=CC=CC=1, predict the reaction product. The product is: [CH2:19]([N:11]1[CH:12]=[C:13]([CH2:14][C:15]([O:17][CH3:18])=[O:16])[C:9]([OH:8])=[N:10]1)[CH3:20]. (3) Given the reactants [C:1]1([C:7]2[N:8]=[C:9]([C:20]([O:22][CH2:23][CH3:24])=[O:21])N=N[C:12]=2[C:13]2[CH:18]=[CH:17][C:16]([CH3:19])=[CH:15][CH:14]=2)[CH:6]=[CH:5][CH:4]=[CH:3][CH:2]=1.[CH:25](N1CCCC1)=[CH2:26], predict the reaction product. The product is: [C:1]1([C:7]2[N:8]=[C:9]([C:20]([O:22][CH2:23][CH3:24])=[O:21])[CH:26]=[CH:25][C:12]=2[C:13]2[CH:18]=[CH:17][C:16]([CH3:19])=[CH:15][CH:14]=2)[CH:6]=[CH:5][CH:4]=[CH:3][CH:2]=1. (4) Given the reactants [OH:1][CH:2]([CH2:6][CH2:7][CH2:8][CH2:9][CH2:10][CH2:11][CH2:12][CH2:13][CH2:14][CH2:15][CH2:16][CH2:17][CH2:18][OH:19])[C:3]([OH:5])=[O:4].[CH2:20](O)[CH2:21][OH:22].C1(C)C=CC(S(O)(=O)=O)=CC=1, predict the reaction product. The product is: [OH:1][CH:2]([CH2:6][CH2:7][CH2:8][CH2:9][CH2:10][CH2:11][CH2:12][CH2:13][CH2:14][CH2:15][CH2:16][CH2:17][CH2:18][OH:19])[C:3]([O:5][CH2:20][CH2:21][OH:22])=[O:4].